Dataset: Catalyst prediction with 721,799 reactions and 888 catalyst types from USPTO. Task: Predict which catalyst facilitates the given reaction. (1) Reactant: Cl.[NH2:2][C:3]1[CH:4]=[CH:5][C:6]([CH2:10][CH3:11])=[C:7]([OH:9])[CH:8]=1.C(=O)([O-])O.[Na+].[C:17]([C:19]([C:22]1[CH:23]=[C:24]([CH:28]=[CH:29][CH:30]=1)[C:25](Cl)=[O:26])([CH3:21])[CH3:20])#[N:18]. Product: [C:17]([C:19]([C:22]1[CH:23]=[C:24]([CH:28]=[CH:29][CH:30]=1)[C:25]([NH:2][C:3]1[CH:4]=[CH:5][C:6]([CH2:10][CH3:11])=[C:7]([OH:9])[CH:8]=1)=[O:26])([CH3:21])[CH3:20])#[N:18]. The catalyst class is: 7. (2) Product: [CH3:31][O:32][N:33]=[C:2]1[C:11]2[C:6](=[CH:7][C:8]([C:12]([F:14])([F:15])[F:13])=[CH:9][CH:10]=2)[O:5][C@@H:4]([C:16]2[CH:17]=[C:18]([CH:23]=[CH:24][CH:25]=2)[C:19]([O:21][CH3:22])=[O:20])[CH2:3]1. Reactant: O=[C:2]1[C:11]2[C:6](=[CH:7][C:8]([C:12]([F:15])([F:14])[F:13])=[CH:9][CH:10]=2)[O:5][C@@H:4]([C:16]2[CH:17]=[C:18]([CH:23]=[CH:24][CH:25]=2)[C:19]([O:21][CH3:22])=[O:20])[CH2:3]1.C([O-])(=O)C.[Na+].[CH3:31][O:32][NH2:33].Cl. The catalyst class is: 5.